From a dataset of Peptide-MHC class II binding affinity with 134,281 pairs from IEDB. Regression. Given a peptide amino acid sequence and an MHC pseudo amino acid sequence, predict their binding affinity value. This is MHC class II binding data. (1) The peptide sequence is DCVVKPIDDRFANALLA. The MHC is DRB1_0701 with pseudo-sequence DRB1_0701. The binding affinity (normalized) is 0.235. (2) The peptide sequence is WGAIWRIDTPDKLTG. The MHC is HLA-DPA10103-DPB10401 with pseudo-sequence HLA-DPA10103-DPB10401. The binding affinity (normalized) is 0.0672. (3) The peptide sequence is PNESYKKQVTIRIGC. The MHC is HLA-DPA10301-DPB10402 with pseudo-sequence HLA-DPA10301-DPB10402. The binding affinity (normalized) is 0.210. (4) The peptide sequence is GGLVQPGGSLRLSCA. The MHC is DRB4_0101 with pseudo-sequence DRB4_0103. The binding affinity (normalized) is 0.631. (5) The peptide sequence is ATVATAPEVKYTVFE. The MHC is DRB1_1001 with pseudo-sequence DRB1_1001. The binding affinity (normalized) is 0.266. (6) The peptide sequence is LAFSIMKSVGTGKRG. The MHC is DRB1_0401 with pseudo-sequence DRB1_0401. The binding affinity (normalized) is 0.856. (7) The MHC is HLA-DQA10201-DQB10402 with pseudo-sequence HLA-DQA10201-DQB10402. The binding affinity (normalized) is 0.160. The peptide sequence is KKIGESSSSSVTEGERT. (8) The binding affinity (normalized) is 0.308. The peptide sequence is LQMNSLRAEDTAVYY. The MHC is HLA-DQA10101-DQB10501 with pseudo-sequence HLA-DQA10101-DQB10501. (9) The peptide sequence is AWMSAAAAQAEQAAT. The MHC is DRB1_0101 with pseudo-sequence DRB1_0101. The binding affinity (normalized) is 0.553. (10) The peptide sequence is SLDLELSWNLNGLQAY. The MHC is HLA-DQA10301-DQB10302 with pseudo-sequence HLA-DQA10301-DQB10302. The binding affinity (normalized) is 0.298.